This data is from Reaction yield outcomes from USPTO patents with 853,638 reactions. The task is: Predict the reaction yield, written as a fraction of the theoretical maximum amount of product (1.0 means a 100% yield; for example, 0.34 means a 34% yield). The reactants are FC(F)(F)C(O)=O.[NH2:8][C@@H:9]([CH2:18][S:19][CH2:20][C:21]1[CH:26]=[CH:25][CH:24]=[CH:23][CH:22]=1)[C:10]([NH:12][CH2:13][CH2:14][N:15]([CH3:17])[CH3:16])=[O:11].[CH3:27][C:28]1[C:37]2[C:32](=[CH:33][CH:34]=[CH:35][CH:36]=2)[C:31]([S:38](Cl)(=[O:40])=[O:39])=[CH:30][CH:29]=1. No catalyst specified. The product is [CH2:20]([S:19][CH2:18][C@H:9]([NH:8][S:38]([C:31]1[C:32]2[C:37](=[CH:36][CH:35]=[CH:34][CH:33]=2)[C:28]([CH3:27])=[CH:29][CH:30]=1)(=[O:40])=[O:39])[C:10](=[O:11])[NH:12][CH2:13][CH2:14][N:15]([CH3:16])[CH3:17])[C:21]1[CH:22]=[CH:23][CH:24]=[CH:25][CH:26]=1. The yield is 0.500.